From a dataset of Aqueous solubility values for 9,982 compounds from the AqSolDB database. Regression/Classification. Given a drug SMILES string, predict its absorption, distribution, metabolism, or excretion properties. Task type varies by dataset: regression for continuous measurements (e.g., permeability, clearance, half-life) or binary classification for categorical outcomes (e.g., BBB penetration, CYP inhibition). For this dataset (solubility_aqsoldb), we predict Y. (1) The drug is C=O. The Y is 1.12 log mol/L. (2) The compound is CC(C)c1cccc(C(C)CC=O)c1. The Y is -3.68 log mol/L. (3) The drug is OCC(O)COc1ccc(Cl)cc1. The Y is -1.31 log mol/L. (4) The Y is -4.91 log mol/L. The compound is Cc1ccc(NS(=O)(=O)c2ccc(N)cc2)cc1Cl.